This data is from Reaction yield outcomes from USPTO patents with 853,638 reactions. The task is: Predict the reaction yield, written as a fraction of the theoretical maximum amount of product (1.0 means a 100% yield; for example, 0.34 means a 34% yield). The reactants are Cl[C:2]1[C:11]([O:12][CH3:13])=[N:10][C:9]2[C:4](=[CH:5][CH:6]=[C:7]([Cl:14])[CH:8]=2)[N:3]=1.[CH3:15][O:16][C:17]1[CH:24]=[C:23]([O:25][CH3:26])[CH:22]=[CH:21][C:18]=1[CH2:19][NH2:20].O. The catalyst is CS(C)=O. The product is [Cl:14][C:7]1[CH:8]=[C:9]2[C:4](=[CH:5][CH:6]=1)[N:3]=[C:2]([NH:20][CH2:19][C:18]1[CH:21]=[CH:22][C:23]([O:25][CH3:26])=[CH:24][C:17]=1[O:16][CH3:15])[C:11]([O:12][CH3:13])=[N:10]2. The yield is 0.780.